Dataset: Full USPTO retrosynthesis dataset with 1.9M reactions from patents (1976-2016). Task: Predict the reactants needed to synthesize the given product. (1) Given the product [C:23]1([C:2]2[NH:3][C:4]3[C:9]([C:10]=2[CH2:11][C:12]([O:14][CH2:15][CH3:16])=[O:13])=[CH:8][CH:7]=[CH:6][CH:5]=3)[CH:28]=[CH:27][CH:26]=[CH:25][CH:24]=1, predict the reactants needed to synthesize it. The reactants are: Br[C:2]1[NH:3][C:4]2[C:9]([C:10]=1[CH2:11][C:12]([O:14][CH2:15][CH3:16])=[O:13])=[CH:8][CH:7]=[CH:6][CH:5]=2.C(=O)([O-])[O-].[Na+].[Na+].[C:23]1(B(O)O)[CH:28]=[CH:27][CH:26]=[CH:25][CH:24]=1. (2) The reactants are: S(C1C=CC(C)=CC=1)(O)(=O)=O.[F:12][C:13]([F:44])([F:43])[O:14][C:15]1[CH:20]=[CH:19][CH:18]=[CH:17][C:16]=1[CH2:21][CH2:22][NH:23][CH2:24][CH2:25][CH2:26][CH2:27][C:28]([C:30]1[CH:31]=[C:32]([S:39]([NH2:42])(=[O:41])=[O:40])[C:33]2[O:37][CH2:36][CH2:35][C:34]=2[CH:38]=1)=[O:29].C(=O)([O-])[O-].[K+].[K+].[F:51][C:52]([F:63])([F:62])[C:53](O[C:53](=[O:54])[C:52]([F:63])([F:62])[F:51])=[O:54]. Given the product [NH2:42][S:39]([C:32]1[C:33]2[O:37][CH2:36][CH2:35][C:34]=2[CH:38]=[C:30]([C:28](=[O:29])[CH2:27][CH2:26][CH2:25][CH2:24][N:23]([CH2:22][CH2:21][C:16]2[CH:17]=[CH:18][CH:19]=[CH:20][C:15]=2[O:14][C:13]([F:12])([F:43])[F:44])[C:53](=[O:54])[C:52]([F:63])([F:62])[F:51])[CH:31]=1)(=[O:40])=[O:41], predict the reactants needed to synthesize it. (3) Given the product [Cl:1][C:2]1[C:7]([N:8]2[CH2:13][CH2:12][N:11]([C:14]([C:16]3[C:17]([C:22]4[CH:27]=[CH:26][CH:25]=[CH:24][C:23]=4[O:28][CH2:44][CH3:45])=[N:18][O:19][C:20]=3[CH3:21])=[O:15])[CH2:10][CH2:9]2)=[CH:6][C:5]([NH:29][C:30](=[O:40])[C:31]2[CH:36]=[CH:35][C:34]([N:37]([CH3:38])[CH3:39])=[CH:33][CH:32]=2)=[C:4]([N+:41]([O-:43])=[O:42])[CH:3]=1, predict the reactants needed to synthesize it. The reactants are: [Cl:1][C:2]1[C:7]([N:8]2[CH2:13][CH2:12][N:11]([C:14]([C:16]3[C:17]([C:22]4[CH:27]=[CH:26][CH:25]=[CH:24][C:23]=4[OH:28])=[N:18][O:19][C:20]=3[CH3:21])=[O:15])[CH2:10][CH2:9]2)=[CH:6][C:5]([NH:29][C:30](=[O:40])[C:31]2[CH:36]=[CH:35][C:34]([N:37]([CH3:39])[CH3:38])=[CH:33][CH:32]=2)=[C:4]([N+:41]([O-:43])=[O:42])[CH:3]=1.[CH2:44](O)[CH3:45].C(P(CCCC)CCCC)CCC.CC(OC(/N=N/C(OC(C)C)=O)=O)C.